Predict the reactants needed to synthesize the given product. From a dataset of Full USPTO retrosynthesis dataset with 1.9M reactions from patents (1976-2016). Given the product [NH:8]1[CH2:9][CH2:10][CH:11]([NH:14][C:15](=[O:21])[O:16][C:17]([CH3:19])([CH3:18])[CH3:20])[CH2:12][CH2:13]1, predict the reactants needed to synthesize it. The reactants are: C([N:8]1[CH2:13][CH2:12][CH:11]([NH:14][C:15](=[O:21])[O:16][C:17]([CH3:20])([CH3:19])[CH3:18])[CH2:10][CH2:9]1)C1C=CC=CC=1.